From a dataset of Peptide-MHC class I binding affinity with 185,985 pairs from IEDB/IMGT. Regression. Given a peptide amino acid sequence and an MHC pseudo amino acid sequence, predict their binding affinity value. This is MHC class I binding data. (1) The peptide sequence is LPPERRQPF. The MHC is HLA-B46:01 with pseudo-sequence HLA-B46:01. The binding affinity (normalized) is 0.0847. (2) The binding affinity (normalized) is 0.476. The peptide sequence is LTDKSGSEY. The MHC is HLA-A80:01 with pseudo-sequence HLA-A80:01. (3) The peptide sequence is SEAAYAKKI. The MHC is HLA-A02:03 with pseudo-sequence HLA-A02:03. The binding affinity (normalized) is 0.0376. (4) The peptide sequence is FHHRIRCKL. The MHC is HLA-A02:16 with pseudo-sequence HLA-A02:16. The binding affinity (normalized) is 0.0847. (5) The peptide sequence is LKALGPAAT. The MHC is HLA-B58:02 with pseudo-sequence YYATYGENMASTYENIAYLWYDSYTWAVLAYLWY. The binding affinity (normalized) is 0. (6) The peptide sequence is REVLSDREL. The MHC is HLA-B18:01 with pseudo-sequence HLA-B18:01. The binding affinity (normalized) is 0.178. (7) The peptide sequence is RQTALFLLKL. The MHC is HLA-B27:05 with pseudo-sequence HLA-B27:05. The binding affinity (normalized) is 0.587.